From a dataset of Full USPTO retrosynthesis dataset with 1.9M reactions from patents (1976-2016). Predict the reactants needed to synthesize the given product. (1) Given the product [CH:13]1([S:16]([NH:9][CH2:8][C:7]2[CH:10]=[CH:11][CH:12]=[C:5]([N+:2]([O-:4])=[O:3])[CH:6]=2)(=[O:18])=[O:17])[CH2:15][CH2:14]1, predict the reactants needed to synthesize it. The reactants are: Cl.[N+:2]([C:5]1[CH:6]=[C:7]([CH:10]=[CH:11][CH:12]=1)[CH2:8][NH2:9])([O-:4])=[O:3].[CH:13]1([S:16](Cl)(=[O:18])=[O:17])[CH2:15][CH2:14]1.C(N(CC)CC)C. (2) Given the product [CH3:1][C:2]1[N:29]=[C:5]2[N:6]([CH2:39][C:36]3([C:30]4[CH:35]=[CH:34][CH:33]=[CH:32][CH:31]=4)[CH2:38][CH2:37]3)[C:7](=[O:28])[C:8]([CH2:13][C:14]3[CH:19]=[CH:18][C:17]([C:20]4[C:21]([C:26]#[N:27])=[CH:22][CH:23]=[CH:24][CH:25]=4)=[CH:16][CH:15]=3)=[C:9]([CH2:10][CH2:11][CH3:12])[N:4]2[N:3]=1, predict the reactants needed to synthesize it. The reactants are: [CH3:1][C:2]1[N:29]=[C:5]2[NH:6][C:7](=[O:28])[C:8]([CH2:13][C:14]3[CH:19]=[CH:18][C:17]([C:20]4[C:21]([C:26]#[N:27])=[CH:22][CH:23]=[CH:24][CH:25]=4)=[CH:16][CH:15]=3)=[C:9]([CH2:10][CH2:11][CH3:12])[N:4]2[N:3]=1.[C:30]1([C:36]2([CH2:39]O)[CH2:38][CH2:37]2)[CH:35]=[CH:34][CH:33]=[CH:32][CH:31]=1.C(P(CCCC)CCCC)CCC.N(C(N1CCCCC1)=O)=NC(N1CCCCC1)=O. (3) Given the product [CH:1]1([N:7]2[CH2:13][C:12]([CH2:15][CH3:16])([CH3:14])[C:11](=[O:17])[N:10]([CH3:18])[C:9]3[CH:19]=[N:20][C:21]([NH:23][C:24]4[CH:32]=[CH:31][C:27]([C:28]([NH:40][CH:38]5[CH2:39][N:36]([CH3:35])[CH2:37]5)=[O:30])=[CH:26][C:25]=4[O:33][CH3:34])=[N:22][C:8]2=3)[CH2:6][CH2:5][CH2:4][CH2:3][CH2:2]1, predict the reactants needed to synthesize it. The reactants are: [CH:1]1([N:7]2[CH2:13][C:12]([CH2:15][CH3:16])([CH3:14])[C:11](=[O:17])[N:10]([CH3:18])[C:9]3[CH:19]=[N:20][C:21]([NH:23][C:24]4[CH:32]=[CH:31][C:27]([C:28]([OH:30])=O)=[CH:26][C:25]=4[O:33][CH3:34])=[N:22][C:8]2=3)[CH2:6][CH2:5][CH2:4][CH2:3][CH2:2]1.[CH3:35][N:36]1[CH2:39][CH:38]([NH2:40])[CH2:37]1. (4) Given the product [CH3:4][N:5]([C:7]1[CH:14]=[CH:13][CH:12]=[CH:11][C:8]=1[CH2:9][Mg:1][CH2:9][C:8]1[CH:11]=[CH:12][CH:13]=[CH:14][C:7]=1[N:5]([CH3:6])[CH3:4])[CH3:6], predict the reactants needed to synthesize it. The reactants are: [Mg+2:1].[Cl-].[Cl-].[CH3:4][N:5]([C:7]1[CH:14]=[CH:13][CH:12]=[CH:11][C:8]=1[CH2:9][K])[CH3:6].